The task is: Predict the reactants needed to synthesize the given product.. This data is from Full USPTO retrosynthesis dataset with 1.9M reactions from patents (1976-2016). (1) Given the product [CH2:1]([O:3][C:4](=[O:28])[CH2:5][S:6][C:7]1[N:19]([C:20]2[CH:25]=[CH:24][CH:23]=[C:22]([F:26])[CH:21]=2)[C:18](=[O:27])[C:17]2[C:16]3[CH2:15][CH2:14][N:13]([CH3:31])[CH2:12][C:11]=3[S:10][C:9]=2[N:8]=1)[CH3:2], predict the reactants needed to synthesize it. The reactants are: [CH2:1]([O:3][C:4](=[O:28])[CH2:5][S:6][C:7]1[N:19]([C:20]2[CH:25]=[CH:24][CH:23]=[C:22]([F:26])[CH:21]=2)[C:18](=[O:27])[C:17]2[C:16]3[CH2:15][CH2:14][NH:13][CH2:12][C:11]=3[S:10][C:9]=2[N:8]=1)[CH3:2].C=O.[CH3:31]C(O)=O.[OH-].[Na+]. (2) Given the product [C:15]([C:14]1[CH:23]=[CH:24][C:25]2[N:26]=[C:8]([C:3]3[NH:4][C:5]([CH3:7])=[CH:6][C:2]=3[CH3:1])[NH:11][C:12]=2[CH:13]=1)(=[O:16])[C:17]1[CH:18]=[CH:19][CH:20]=[CH:21][CH:22]=1, predict the reactants needed to synthesize it. The reactants are: [CH3:1][C:2]1[CH:6]=[C:5]([CH3:7])[NH:4][C:3]=1[C:8](O)=O.[NH2:11][C:12]1[CH:13]=[C:14]([CH:23]=[CH:24][C:25]=1[NH2:26])[C:15]([C:17]1[CH:22]=[CH:21][CH:20]=[CH:19][CH:18]=1)=[O:16].Cl.C(N=C=NCCCN(C)C)C.O.ON1C2C=CC=CC=2N=N1. (3) The reactants are: O[C:2]1[CH:7]=[CH:6][CH:5]=[CH:4][C:3]=1[NH:8][C:9]([C:11]1[CH:33]=[CH:32][C:14]2[S:15][CH2:16][CH2:17][N:18]([S:19]([C:22]3[CH:27]=[CH:26][C:25]([C:28]([F:31])([F:30])[F:29])=[CH:24][CH:23]=3)(=[O:21])=[O:20])[C:13]=2[CH:12]=1)=[O:10].C([O-])(=O)C.[NH4+]. Given the product [F:29][C:28]([F:31])([F:30])[C:25]1[CH:24]=[CH:23][C:22]([S:19]([N:18]2[CH2:17][CH2:16][S:15][C:14]3[CH:32]=[CH:33][C:11]([C:9]4[O:10][C:2]5[CH:7]=[CH:6][CH:5]=[CH:4][C:3]=5[N:8]=4)=[CH:12][C:13]2=3)(=[O:21])=[O:20])=[CH:27][CH:26]=1, predict the reactants needed to synthesize it. (4) Given the product [F:14][C:10]1[CH:9]=[C:8]([C:5]2[CH:6]=[CH:7][C:2]([B:48]3[O:52][C:51]([CH3:54])([CH3:53])[C:50]([CH3:56])([CH3:55])[O:49]3)=[C:3]([O:15][CH2:16][C:17]#[N:18])[CH:4]=2)[CH:13]=[CH:12][CH:11]=1, predict the reactants needed to synthesize it. The reactants are: Cl[C:2]1[CH:7]=[CH:6][C:5]([C:8]2[CH:13]=[CH:12][CH:11]=[C:10]([F:14])[CH:9]=2)=[CH:4][C:3]=1[O:15][CH2:16][C:17]#[N:18].COC1C=CC=C(OC)C=1C1C=CC=CC=1P(C1CCCCC1)C1CCCCC1.[B:48]1([B:48]2[O:52][C:51]([CH3:54])([CH3:53])[C:50]([CH3:56])([CH3:55])[O:49]2)[O:52][C:51]([CH3:54])([CH3:53])[C:50]([CH3:56])([CH3:55])[O:49]1.C([O-])(=O)C.[K+]. (5) Given the product [Cl:21][C:22]1[CH:27]=[C:26]([C:2]2[CH:3]=[CH:4][C:5]3[C:11](=[O:12])[CH2:10][CH2:9][CH2:8][N:7]([C:13]([O:15][C:16]([CH3:19])([CH3:18])[CH3:17])=[O:14])[C:6]=3[N:20]=2)[CH:25]=[CH:24][CH:23]=1, predict the reactants needed to synthesize it. The reactants are: Cl[C:2]1[CH:3]=[CH:4][C:5]2[C:11](=[O:12])[CH2:10][CH2:9][CH2:8][N:7]([C:13]([O:15][C:16]([CH3:19])([CH3:18])[CH3:17])=[O:14])[C:6]=2[N:20]=1.[Cl:21][C:22]1[CH:23]=[C:24](B(O)O)[CH:25]=[CH:26][CH:27]=1.C([O-])([O-])=O.[Cs+].[Cs+]. (6) The reactants are: [CH3:1][S:2][C:3]1[N:8]=[C:7]([O:9][C:10]2[CH:15]=[CH:14][CH:13]=[CH:12][C:11]=2[CH3:16])[C:6](C(O)=O)=[CH:5][N:4]=1.C([N:22]([CH2:25]C)CC)C.[C:27]([OH:31])([CH3:30])([CH3:29])[CH3:28].C1(P(N=[N+]=[N-])(C2C=CC=CC=2)=[O:39])C=CC=CC=1. Given the product [C:27]([O:31][C:25](=[O:39])[NH:22][C:6]1[C:7]([O:9][C:10]2[CH:15]=[CH:14][CH:13]=[CH:12][C:11]=2[CH3:16])=[N:8][C:3]([S:2][CH3:1])=[N:4][CH:5]=1)([CH3:30])([CH3:29])[CH3:28], predict the reactants needed to synthesize it. (7) Given the product [I:1][C:2]1[CH:7]=[CH:6][C:5]([O:8][CH2:16][CH:17]2[CH2:19][CH2:18]2)=[CH:4][CH:3]=1, predict the reactants needed to synthesize it. The reactants are: [I:1][C:2]1[CH:7]=[CH:6][C:5]([OH:8])=[CH:4][CH:3]=1.C(=O)([O-])[O-].[K+].[K+].Br[CH2:16][CH:17]1[CH2:19][CH2:18]1. (8) The reactants are: C[O:2][C:3](=[O:39])[CH:4]([CH2:10][C:11]1[CH:16]=[CH:15][C:14]([O:17][CH:18]([CH:35]2[CH2:37][CH2:36]2)[C:19]2[S:23][C:22]([C:24]3[CH:29]=[CH:28][C:27]([C:30]([F:33])([F:32])[F:31])=[CH:26][CH:25]=3)=[N:21][C:20]=2[CH3:34])=[CH:13][C:12]=1[CH3:38])[CH2:5][CH2:6][CH2:7][CH2:8][CH3:9].[Li+].[OH-]. Given the product [CH:35]1([CH:18]([C:19]2[S:23][C:22]([C:24]3[CH:29]=[CH:28][C:27]([C:30]([F:33])([F:32])[F:31])=[CH:26][CH:25]=3)=[N:21][C:20]=2[CH3:34])[O:17][C:14]2[CH:15]=[CH:16][C:11]([CH2:10][CH:4]([CH2:5][CH2:6][CH2:7][CH2:8][CH3:9])[C:3]([OH:39])=[O:2])=[C:12]([CH3:38])[CH:13]=2)[CH2:37][CH2:36]1, predict the reactants needed to synthesize it. (9) Given the product [Br:48][CH2:26][C:10]1[C:11]([C:21]([O:23][CH2:24][CH3:25])=[O:22])=[N:12][C:13]([C:14]2[CH:19]=[CH:18][C:17]([Cl:20])=[CH:16][CH:15]=2)=[C:8]([C:5]2[CH:6]=[CH:7][C:2]([Cl:1])=[CH:3][CH:4]=2)[N:9]=1, predict the reactants needed to synthesize it. The reactants are: [Cl:1][C:2]1[CH:7]=[CH:6][C:5]([C:8]2[N:9]=[C:10]([CH2:26]O)[C:11]([C:21]([O:23][CH2:24][CH3:25])=[O:22])=[N:12][C:13]=2[C:14]2[CH:19]=[CH:18][C:17]([Cl:20])=[CH:16][CH:15]=2)=[CH:4][CH:3]=1.C1(P(C2C=CC=CC=2)C2C=CC=CC=2)C=CC=CC=1.C(Br)(Br)(Br)[Br:48].